The task is: Predict the product of the given reaction.. This data is from Forward reaction prediction with 1.9M reactions from USPTO patents (1976-2016). (1) Given the reactants Cl[C:2]1[C:12]([C:13]#[N:14])=[CH:11][C:5]([C:6]([O:8][CH2:9][CH3:10])=[O:7])=[C:4]([CH3:15])[N:3]=1.[NH:16]1[CH2:21][CH2:20][CH:19]([S:22]([NH2:25])(=[O:24])=[O:23])[CH2:18][CH2:17]1.CCN(C(C)C)C(C)C.C([O-])(O)=O.[Na+], predict the reaction product. The product is: [NH2:25][S:22]([CH:19]1[CH2:20][CH2:21][N:16]([C:2]2[C:12]([C:13]#[N:14])=[CH:11][C:5]([C:6]([O:8][CH2:9][CH3:10])=[O:7])=[C:4]([CH3:15])[N:3]=2)[CH2:17][CH2:18]1)(=[O:24])=[O:23]. (2) Given the reactants Cl[C:2]1[N:11]=[C:10](Cl)[C:9]2[C:4](=[CH:5][CH:6]=[CH:7][CH:8]=2)[N:3]=1.[Cl:13][C:14]1[CH:21]=[CH:20][C:17]([CH2:18][NH2:19])=[CH:16][CH:15]=1.[CH2:22]([NH:29][CH2:30][CH2:31][N:32]([CH3:34])[CH3:33])[C:23]1[CH:28]=[CH:27][CH:26]=[CH:25][CH:24]=1, predict the reaction product. The product is: [CH2:22]([N:29]([CH2:30][CH2:31][N:32]([CH3:34])[CH3:33])[C:2]1[N:11]=[C:10]([NH:19][CH2:18][C:17]2[CH:20]=[CH:21][C:14]([Cl:13])=[CH:15][CH:16]=2)[C:9]2[C:4](=[CH:5][CH:6]=[CH:7][CH:8]=2)[N:3]=1)[C:23]1[CH:28]=[CH:27][CH:26]=[CH:25][CH:24]=1. (3) Given the reactants [CH2:1]([O:3][C:4]1[CH:26]=[CH:25][C:7]2[C:8]([CH2:11][O:12][C:13]3[CH:21]=[CH:20][CH:19]=[C:18]4[C:14]=3[CH:15]=[C:16]([C:22]([OH:24])=[O:23])[NH:17]4)=[CH:9][O:10][C:6]=2[CH:5]=1)[CH3:2].[CH2:27](OC(C1C2C=CC(O)=CC=2OC=1)=O)[CH3:28].BrCC1CC1, predict the reaction product. The product is: [CH:2]1([CH2:1][O:3][C:4]2[CH:26]=[CH:25][C:7]3[C:8]([CH2:11][O:12][C:13]4[CH:21]=[CH:20][CH:19]=[C:18]5[C:14]=4[CH:15]=[C:16]([C:22]([OH:24])=[O:23])[NH:17]5)=[CH:9][O:10][C:6]=3[CH:5]=2)[CH2:28][CH2:27]1. (4) Given the reactants [CH3:1][N:2]([C@@H:10]([CH2:32][CH:33]([CH3:35])[CH3:34])[C:11](=[O:31])[NH:12][C@@H:13]1[C@@H:20]2[C@@H:16]([CH2:17][N:18]([C:21]3[CH:26]=[CH:25][CH:24]=[CH:23][C:22]=3[C:27]([F:30])([F:29])[F:28])[CH2:19]2)[CH2:15][CH2:14]1)C(=O)OC(C)(C)C.O1CCOCC1, predict the reaction product. The product is: [CH3:1][NH:2][C@H:10]([C:11]([NH:12][C@@H:13]1[C@@H:20]2[C@@H:16]([CH2:17][N:18]([C:21]3[CH:26]=[CH:25][CH:24]=[CH:23][C:22]=3[C:27]([F:28])([F:30])[F:29])[CH2:19]2)[CH2:15][CH2:14]1)=[O:31])[CH2:32][CH:33]([CH3:35])[CH3:34]. (5) Given the reactants C([O:8][C:9]1[C:10](=[O:43])[N:11]([CH2:34][C:35]2[CH:40]=[CH:39][C:38]([O:41][CH3:42])=[CH:37][CH:36]=2)[N:12]=[C:13]([CH2:15][O:16][Si:17]([C:30]([CH3:33])([CH3:32])[CH3:31])([C:24]2[CH:29]=[CH:28][CH:27]=[CH:26][CH:25]=2)[C:18]2[CH:23]=[CH:22][CH:21]=[CH:20][CH:19]=2)[CH:14]=1)C1C=CC=CC=1, predict the reaction product. The product is: [Si:17]([O:16][CH2:15][C:13]1[CH:14]=[C:9]([OH:8])[C:10](=[O:43])[N:11]([CH2:34][C:35]2[CH:36]=[CH:37][C:38]([O:41][CH3:42])=[CH:39][CH:40]=2)[N:12]=1)([C:30]([CH3:31])([CH3:32])[CH3:33])([C:18]1[CH:19]=[CH:20][CH:21]=[CH:22][CH:23]=1)[C:24]1[CH:29]=[CH:28][CH:27]=[CH:26][CH:25]=1. (6) Given the reactants [NH2:1][C:2]1[C:3]([Cl:10])=[N:4][C:5]([CH3:9])=[N:6][C:7]=1Cl.[NH2:11][CH2:12][CH2:13][OH:14].C(N(C(C)C)CC)(C)C, predict the reaction product. The product is: [NH2:1][C:2]1[C:7]([NH:11][CH2:12][CH2:13][OH:14])=[N:6][C:5]([CH3:9])=[N:4][C:3]=1[Cl:10]. (7) Given the reactants [CH2:1]([O:3][C:4]1[CH:5]=[C:6]([CH:28]=[C:29]([O:32][CH2:33][CH3:34])[C:30]=1I)[CH2:7][N:8]1[CH2:11][C:10]2([CH2:15][C:14]([N:16]3[CH2:21][CH2:20][C:19]([CH3:27])([C:22]([O:24]CC)=[O:23])[CH2:18][CH2:17]3)=[N:13][O:12]2)[CH2:9]1)[CH3:2].[CH:35]1(B(O)O)[CH2:37][CH2:36]1, predict the reaction product. The product is: [CH:35]1([C:30]2[C:4]([O:3][CH2:1][CH3:2])=[CH:5][C:6]([CH2:7][N:8]3[CH2:11][C:10]4([CH2:15][C:14]([N:16]5[CH2:21][CH2:20][C:19]([CH3:27])([C:22]([OH:24])=[O:23])[CH2:18][CH2:17]5)=[N:13][O:12]4)[CH2:9]3)=[CH:28][C:29]=2[O:32][CH2:33][CH3:34])[CH2:37][CH2:36]1. (8) Given the reactants [N+:1]([C:4]1[CH:5]=[C:6]2[C:10](=[CH:11][CH:12]=1)[NH:9][CH:8]=[CH:7]2)([O-:3])=[O:2].N1CCCC1.[CH2:18]([N:20]1[CH2:25][CH2:24][C:23](=O)[CH2:22][CH2:21]1)[CH3:19], predict the reaction product. The product is: [CH2:18]([N:20]1[CH2:21][CH:22]=[C:23]([C:7]2[C:6]3[C:10](=[CH:11][CH:12]=[C:4]([N+:1]([O-:3])=[O:2])[CH:5]=3)[NH:9][CH:8]=2)[CH2:24][CH2:25]1)[CH3:19]. (9) Given the reactants [Cl:1][C:2]1[CH:3]=[C:4]([CH:8]=[CH:9][N:10]=1)[C:5]([OH:7])=[O:6].[C:11](=O)(O)[O-].[Na+].IC.O, predict the reaction product. The product is: [CH3:11][O:6][C:5](=[O:7])[C:4]1[CH:8]=[CH:9][N:10]=[C:2]([Cl:1])[CH:3]=1.